From a dataset of Forward reaction prediction with 1.9M reactions from USPTO patents (1976-2016). Predict the product of the given reaction. (1) Given the reactants [CH2:1]([O:8][C:9]([NH:11][C@@H:12]([C:24]([OH:26])=[O:25])[CH2:13][CH2:14][CH2:15][NH:16][C:17]([O:19][C:20]([CH3:23])([CH3:22])[CH3:21])=[O:18])=[O:10])[C:2]1[CH:7]=[CH:6][CH:5]=[CH:4][CH:3]=1.[C:27](OC(O[C:27]([CH3:30])([CH3:29])[CH3:28])N(C)C)([CH3:30])([CH3:29])[CH3:28], predict the reaction product. The product is: [CH2:1]([O:8][C:9]([NH:11][C@@H:12]([C:24]([O:26][C:27]([CH3:30])([CH3:29])[CH3:28])=[O:25])[CH2:13][CH2:14][CH2:15][NH:16][C:17]([O:19][C:20]([CH3:21])([CH3:22])[CH3:23])=[O:18])=[O:10])[C:2]1[CH:3]=[CH:4][CH:5]=[CH:6][CH:7]=1. (2) The product is: [CH3:6][NH:8][CH:9]1[CH2:14][CH2:13][N:12]([CH:15]2[CH2:16][N:17]([CH3:19])[CH2:18]2)[CH2:11][CH2:10]1. Given the reactants C(O[C:6]([NH:8][CH:9]1[CH2:14][CH2:13][N:12]([CH:15]2[CH2:18][N:17]([C:19](OC(C)(C)C)=O)[CH2:16]2)[CH2:11][CH2:10]1)=O)(C)(C)C.[H-].[Al+3].[Li+].[H-].[H-].[H-].O.[OH-].[Na+], predict the reaction product. (3) Given the reactants C(OC(=O)[NH:7][CH:8]([CH:13]([OH:26])[C:14]1([C:20]2[CH:25]=[CH:24][CH:23]=[CH:22][CH:21]=2)[S:19][CH2:18][CH2:17][CH2:16][S:15]1)[CH2:9][CH2:10][CH2:11][CH3:12])(C)(C)C.Cl, predict the reaction product. The product is: [NH2:7][C@@H:8]([CH2:9][CH2:10][CH2:11][CH3:12])[CH:13]([C:14]1([C:20]2[CH:25]=[CH:24][CH:23]=[CH:22][CH:21]=2)[S:15][CH2:16][CH2:17][CH2:18][S:19]1)[OH:26]. (4) The product is: [CH3:1][O:2][C:3](=[O:13])[C:4]1[C:9]([F:10])=[CH:8][C:7]([N:16]([CH3:17])[CH3:15])=[CH:6][C:5]=1[F:12]. Given the reactants [CH3:1][O:2][C:3](=[O:13])[C:4]1[C:9]([F:10])=[CH:8][C:7](F)=[CH:6][C:5]=1[F:12].Cl.[CH3:15][NH:16][CH3:17].C(=O)([O-])[O-].[K+].[K+], predict the reaction product. (5) Given the reactants Cl[C:2]1[N:7]=[N:6][C:5]([NH2:8])=[CH:4][CH:3]=1.[C:9]1(B(O)O)[CH:14]=[CH:13][CH:12]=[CH:11][CH:10]=1.CC(C1C=C(C(C)C)C(C2C=CC=CC=2P(C2CCCCC2)C2CCCCC2)=C(C(C)C)C=1)C.C([O-])([O-])=O.[Na+].[Na+], predict the reaction product. The product is: [C:9]1([C:2]2[N:7]=[N:6][C:5]([NH2:8])=[CH:4][CH:3]=2)[CH:14]=[CH:13][CH:12]=[CH:11][CH:10]=1. (6) Given the reactants [Cl:1][C:2]1[CH:3]=[C:4]([CH:9]2[CH2:13][N:12]([C:14]([CH:16]3[CH2:21][CH2:20][NH:19][CH2:18][CH2:17]3)=[O:15])[CH2:11][CH:10]2[N:22]([CH3:37])[C:23](=[O:36])[C:24]2[CH:29]=[CH:28][C:27]([O:30][CH3:31])=[C:26]([C:32]([F:35])([F:34])[F:33])[CH:25]=2)[CH:5]=[CH:6][C:7]=1[Cl:8].Cl[CH2:39][C:40]([F:42])=[CH2:41], predict the reaction product. The product is: [Cl:1][C:2]1[CH:3]=[C:4]([CH:9]2[CH2:13][N:12]([C:14]([CH:16]3[CH2:21][CH2:20][N:19]([CH2:41][C:40]([F:42])=[CH2:39])[CH2:18][CH2:17]3)=[O:15])[CH2:11][CH:10]2[N:22]([CH3:37])[C:23](=[O:36])[C:24]2[CH:29]=[CH:28][C:27]([O:30][CH3:31])=[C:26]([C:32]([F:33])([F:34])[F:35])[CH:25]=2)[CH:5]=[CH:6][C:7]=1[Cl:8].